Dataset: Full USPTO retrosynthesis dataset with 1.9M reactions from patents (1976-2016). Task: Predict the reactants needed to synthesize the given product. (1) Given the product [C:1]([O:5][C:6]([N:8]1[CH2:13][CH2:12][C:11]([C:14]2[S:15][C:16]([CH2:19][Cl:32])=[CH:17][N:18]=2)([F:21])[CH2:10][CH2:9]1)=[O:7])([CH3:4])([CH3:3])[CH3:2], predict the reactants needed to synthesize it. The reactants are: [C:1]([O:5][C:6]([N:8]1[CH2:13][CH2:12][C:11]([F:21])([C:14]2[S:15][C:16]([CH2:19]O)=[CH:17][N:18]=2)[CH2:10][CH2:9]1)=[O:7])([CH3:4])([CH3:3])[CH3:2].N1C=CC=CC=1.CS([Cl:32])(=O)=O. (2) The reactants are: [C:1](=[O:4])([O-])[O-:2].[K+].[K+].[C:7]([C:9]1[CH:25]=[CH:24][C:12]2[CH2:13][CH2:14][N:15](C(=O)C(F)(F)F)[CH2:16][CH2:17][C:11]=2[C:10]=1[S:26][C:27](=[O:31])[N:28]([CH3:30])[CH3:29])#[N:8].O.C(Cl)Cl. Given the product [C:9]([O:2][C:1]([N:15]1[CH2:16][CH2:17][C:11]2[C:10]([S:26][C:27](=[O:31])[N:28]([CH3:29])[CH3:30])=[C:9]([C:7]#[N:8])[CH:25]=[CH:24][C:12]=2[CH2:13][CH2:14]1)=[O:4])([CH3:25])([CH3:10])[CH3:7], predict the reactants needed to synthesize it. (3) Given the product [C:19]([C:15]1[CH:14]=[C:13]([C@H:9]([CH2:8][C:5]2[CH:6]=[CH:7][C:2]([O:42][CH3:41])=[CH:3][CH:4]=2)[C@@H:10]([NH:12][C:23](=[O:25])[C:22]([O:27][C:28]2[CH:33]=[C:32]([C:34]([F:37])([F:36])[F:35])[CH:31]=[CH:30][N:29]=2)([CH3:21])[CH3:26])[CH3:11])[CH:18]=[CH:17][CH:16]=1)#[N:20], predict the reactants needed to synthesize it. The reactants are: Cl[C:2]1[CH:7]=[CH:6][C:5]([CH2:8][C@@H:9]([C:13]2[CH:18]=[CH:17][CH:16]=[C:15]([C:19]#[N:20])[CH:14]=2)[C@@H:10]([NH2:12])[CH3:11])=[CH:4][CH:3]=1.[CH3:21][C:22]([O:27][C:28]1[CH:33]=[C:32]([C:34]([F:37])([F:36])[F:35])[CH:31]=[CH:30][N:29]=1)([CH3:26])[C:23]([OH:25])=O.CN1CC[O:42][CH2:41]C1. (4) The reactants are: CN([P+](ON1N=[N:19][C:14]2[CH:15]=[CH:16][CH:17]=[CH:18][C:13]1=2)(N(C)C)N(C)C)C.F[P-](F)(F)(F)(F)F.C([N:31]([CH2:35]C)[CH:32]([CH3:34])[CH3:33])(C)C.Cl.CNOC.C(N(C)[C@H](C(O)=O)C[O:62][CH2:63][C:64]1[CH:69]=[CH:68][CH:67]=[CH:66][CH:65]=1)(OCC1C2C(=CC=CC=2)C2C1=CC=CC=2)=O.[H-].[Al+3].[Li+].[H-].[H-].[H-].[Cl-].[NH4+].NC1C=C2C([CH:87]=[C:88]([C:94]3[CH:99]=[CH:98][CH:97]=[CH:96][C:95]=3[C:100]([F:103])([F:102])[F:101])[NH:89][C:90]2=[O:93])=CC=1.C([BH3-])#N.[Na+].C(=O)(O)[O-].[Na+].N1CCCCC1. Given the product [CH2:63]([O:62][CH2:34][C@H:32]([NH:31][CH3:35])[CH2:33][NH:19][C:14]1[CH:13]=[C:18]2[C:17]([CH:87]=[C:88]([C:94]3[CH:99]=[CH:98][CH:97]=[CH:96][C:95]=3[C:100]([F:101])([F:102])[F:103])[NH:89][C:90]2=[O:93])=[CH:16][CH:15]=1)[C:64]1[CH:69]=[CH:68][CH:67]=[CH:66][CH:65]=1, predict the reactants needed to synthesize it.